Dataset: Forward reaction prediction with 1.9M reactions from USPTO patents (1976-2016). Task: Predict the product of the given reaction. (1) The product is: [CH2:1]([O:3][C:4]([C:6]1[N:7]=[C:8]([C:18]#[N:19])[C:9]2[C:14]([C:15]=1[OH:16])=[CH:13][CH:12]=[C:11]([NH:30][C:28]([NH:27][CH2:20][C:21]1[CH:26]=[CH:25][CH:24]=[CH:23][CH:22]=1)=[O:29])[CH:10]=2)=[O:5])[CH3:2]. Given the reactants [CH2:1]([O:3][C:4]([C:6]1[N:7]=[C:8]([C:18]#[N:19])[C:9]2[C:14]([C:15]=1[OH:16])=[CH:13][CH:12]=[C:11](Br)[CH:10]=2)=[O:5])[CH3:2].[CH2:20]([NH:27][C:28]([NH2:30])=[O:29])[C:21]1[CH:26]=[CH:25][CH:24]=[CH:23][CH:22]=1, predict the reaction product. (2) The product is: [ClH:29].[CH2:19]([C:16]1[CH:17]=[C:18]2[C:13]([C:12](=[O:26])[N:11]3[CH2:27][CH2:28][NH:8][CH2:9][C@H:10]32)=[C:14]([C:22]([F:24])([F:25])[F:23])[CH:15]=1)[CH2:20][CH3:21]. Given the reactants C(OC([N:8]1[CH2:28][CH2:27][N:11]2[C:12](=[O:26])[C:13]3[C:18]([C@@H:10]2[CH2:9]1)=[CH:17][C:16]([CH2:19][CH2:20][CH3:21])=[CH:15][C:14]=3[C:22]([F:25])([F:24])[F:23])=O)(C)(C)C.[ClH:29], predict the reaction product. (3) Given the reactants [N+:1]([C:4]1[CH:12]=[CH:11][CH:10]=[C:9]2[C:5]=1[CH:6]=[N:7][NH:8]2)([O-:3])=[O:2].C(=O)([O-])[O-].[K+].[K+].Cl.Cl[CH2:21][CH2:22][N:23]1[CH2:28][CH2:27][CH2:26][CH2:25][CH2:24]1, predict the reaction product. The product is: [N+:1]([C:4]1[C:5]2[C:9]([CH:10]=[CH:11][CH:12]=1)=[N:8][N:7]([CH2:21][CH2:22][N:23]1[CH2:28][CH2:27][CH2:26][CH2:25][CH2:24]1)[CH:6]=2)([O-:3])=[O:2]. (4) Given the reactants [NH2:1][C:2]1[C:10]([CH3:11])=[CH:9][CH:8]=[CH:7][C:3]=1[C:4]([OH:6])=[O:5].[C:12](=O)([O-])[O-].[Cs+].[Cs+].CI, predict the reaction product. The product is: [NH2:1][C:2]1[C:10]([CH3:11])=[CH:9][CH:8]=[CH:7][C:3]=1[C:4]([O:6][CH3:12])=[O:5]. (5) The product is: [Br:1][C:2]1[CH:11]=[C:10]2[C:5](=[CH:4][CH:3]=1)[CH:6]=[C:7]([O:20][C:27](=[O:34])[C:28]1[CH:33]=[CH:32][CH:31]=[CH:30][CH:29]=1)[C:8]([N:12]1[CH2:13][C:14](=[O:19])[NH:15][S:16]1(=[O:18])=[O:17])=[CH:9]2. Given the reactants [Br:1][C:2]1[CH:11]=[C:10]2[C:5]([CH:6]=[C:7]([OH:20])[C:8]([N:12]3[S:16](=[O:18])(=[O:17])[NH:15][C:14](=[O:19])[CH2:13]3)=[CH:9]2)=[CH:4][CH:3]=1.CC(C)([O-])C.[K+].[C:27](Cl)(=[O:34])[C:28]1[CH:33]=[CH:32][CH:31]=[CH:30][CH:29]=1.C([O-])(O)=O.[Na+].Cl, predict the reaction product.